The task is: Binary Classification. Given a miRNA mature sequence and a target amino acid sequence, predict their likelihood of interaction.. This data is from Experimentally validated miRNA-target interactions with 360,000+ pairs, plus equal number of negative samples. (1) The miRNA is hsa-miR-6764-3p with sequence UCUCUGGUCUUUCCUUGACAG. The protein sequence of the target gene is MNGVAFCLVGIPPRPEPRPPQLPLGPRDGCSSGRPLPWPGPRTLLLRKSLQDGFGFTLRHFIVYPPESAVHCILKEEENGGRGGGPSPRHRLEPMDTIFVKNVKDGGPAHRAGLRTGDRLVKVNGESIIGKTYSQVIGLIQNSDDTLELSIMPKDEDILQLAYSQDAYLKGNEPYSGEARSIPEPPPLCYPRKTYAPPTRAPAWATMVPEPISALPPDPRSPAAWSDPGSRVPSATRAHLDNSSLGMSQPRPSPGAFPHLPSESRTPRAFPEPGSRVLPSRLECQQALSHWLSNQIPRRA.... Result: 0 (no interaction). (2) The miRNA is hsa-miR-196a-3p with sequence CGGCAACAAGAAACUGCCUGAG. Result: 1 (interaction). The protein sequence of the target gene is MADEAPRKGSFSALVGRTNGLTKPAALAAAPAKPGGAGGSKKLVIKNFRDRPRLPDNYTQDTWRKLHEAVRAVQSSTSIRYNLEELYQAVENLCSHKVSPMLYKQLRQACEDHVQAQILPFREDSLDSVLFLKKINTCWQDHCRQMIMIRSIFLFLDRTYVLQNSTLPSIWDMGLELFRTHIISDKMVQSKTIDGILLLIERERSGEAVDRSLLRSLLGMLSDLQVYKDSFELKFLEETNCLYAAEGQRLMQEREVPEYLNHVSKRLEEEGDRVITYLDHSTQKPLIACVEKQLLGEHLT.... (3) The miRNA is hsa-miR-99b-3p with sequence CAAGCUCGUGUCUGUGGGUCCG. The protein sequence of the target gene is MWRGLSALVTQAAWAPLRLCARCSTSAESLVPSSTIFALSSGQGRCAIAVIRTSGPASGLALRSLTALQEPPPARRACLRLLRHPCSGEPLDRSLVLWFPGPQSFTGEDCVEFHVHGGPAVVSGVLQALGSVPGLRPAEAGEFTRRAFAHGKLSLTEVEGLADLIRAETEAQRRQALRQLDGELSQLCQGWAKTLTKALAYVEAYIDFGEDDNLEEGVLEQADREVRALEVALGSHLRDARRGQRLLSGANVVVTGPPNAGKSSLVNLLSQKPVSIVSPEPGTTRDVLETPVDLAGFPVL.... Result: 0 (no interaction). (4) The miRNA is mmu-miR-200c-3p with sequence UAAUACUGCCGGGUAAUGAUGGA. The protein sequence of the target gene is MPAFNRLFPLASLVLIYWVSVCFPVCVEVPSETEAVQGNPMKLRCISCMKREEVEATTVVEWFYRPEGGKDFLIYEYRNGHQEVESPFQGRLQWNGSKDLQDVSITVLNVTLNDSGLYTCNVSREFEFEAHRPFVKTTRLIPLRVTEEAGEDFTSVVSEIMMYILLVFLTLWLLIEMIYCYRKVSKAEEAAQENASDYLAIPSENKENSAVPVEE. Result: 0 (no interaction).